Dataset: Catalyst prediction with 721,799 reactions and 888 catalyst types from USPTO. Task: Predict which catalyst facilitates the given reaction. (1) Reactant: [C:1]([C:3]1[CH:4]=[C:5]2[C:10](=[CH:11][C:12]=1[O:13][CH2:14][CH:15]1[CH2:20][CH2:19][N:18](OC(OC(C)(C)C)=O)[CH2:17][CH2:16]1)[N:9]=[CH:8][CH:7]=[C:6]2[O:29][C:30]1[CH:31]=[C:32]2[C:36](=[CH:37][CH:38]=1)[NH:35][CH:34]=[CH:33]2)#[N:2].Cl. Product: [C:1]([C:3]1[CH:4]=[C:5]2[C:10](=[CH:11][C:12]=1[O:13][CH2:14][CH:15]1[CH2:20][CH2:19][NH:18][CH2:17][CH2:16]1)[N:9]=[CH:8][CH:7]=[C:6]2[O:29][C:30]1[CH:31]=[C:32]2[C:36](=[CH:37][CH:38]=1)[NH:35][CH:34]=[CH:33]2)#[N:2]. The catalyst class is: 199. (2) Reactant: [F:1][C:2]1[CH:21]=[CH:20][CH:19]=[CH:18][C:3]=1[CH2:4][O:5][C:6]1[CH:17]=[CH:16][C:9]([C:10](N(C)OC)=[O:11])=[CH:8][CH:7]=1.[CH:22]([Mg]Br)=[CH2:23]. Product: [F:1][C:2]1[CH:21]=[CH:20][CH:19]=[CH:18][C:3]=1[CH2:4][O:5][C:6]1[CH:7]=[CH:8][C:9]([C:10](=[O:11])[CH:22]=[CH2:23])=[CH:16][CH:17]=1. The catalyst class is: 1. (3) Reactant: CC(OI1(OC(C)=O)(OC(C)=O)OC(=O)C2C=CC=CC1=2)=O.[OH:23][CH:24]([C:38]1[CH:39]=[N:40][C:41]([C:44]([F:47])([F:46])[F:45])=[CH:42][CH:43]=1)[CH:25]1[CH2:30][CH2:29][N:28]([C:31]([O:33][C:34]([CH3:37])([CH3:36])[CH3:35])=[O:32])[CH2:27][CH2:26]1. Product: [F:47][C:44]([F:45])([F:46])[C:41]1[CH:42]=[CH:43][C:38]([C:24]([CH:25]2[CH2:26][CH2:27][N:28]([C:31]([O:33][C:34]([CH3:36])([CH3:37])[CH3:35])=[O:32])[CH2:29][CH2:30]2)=[O:23])=[CH:39][N:40]=1. The catalyst class is: 2.